Dataset: Reaction yield outcomes from USPTO patents with 853,638 reactions. Task: Predict the reaction yield, written as a fraction of the theoretical maximum amount of product (1.0 means a 100% yield; for example, 0.34 means a 34% yield). (1) The reactants are Cl.[CH3:2][C:3]1[C:8](C(O)=O)=[C:7]([C:12]([F:15])([F:14])[F:13])[CH:6]=[C:5]([CH3:16])[N:4]=1.C1(P(N=[N+]=[N-])(C2C=CC=CC=2)=O)C=CC=CC=1.C([N:36]([CH2:39]C)CC)C.[OH2:41].[C:42]([OH:46])([CH3:45])([CH3:44])[CH3:43]. No catalyst specified. The product is [C:42]([O:46][C:39]([NH:36][C:8]1[C:3]([CH3:2])=[N:4][C:5]([CH3:16])=[CH:6][C:7]=1[C:12]([F:13])([F:14])[F:15])=[O:41])([CH3:45])([CH3:44])[CH3:43]. The yield is 0.680. (2) The reactants are [F:1][B-:2]([F:5])([F:4])[F:3].C(O[C+:9]([C:26]1[CH:31]=[CH:30][C:29]([CH3:32])=[CH:28][CH:27]=1)[CH:10]=[CH:11][CH:12]=[CH:13][CH:14]=[C:15](OCC)[C:16]1[CH:21]=[CH:20][C:19]([CH3:22])=[CH:18][CH:17]=1)C.[NH:33]1[CH2:38][CH2:37][O:36][CH2:35][CH2:34]1. The catalyst is C(#N)C. The product is [F:1][B-:2]([F:5])([F:4])[F:3].[O:36]1[CH2:37][CH2:38][N:33]([C+:9]([C:26]2[CH:27]=[CH:28][C:29]([CH3:32])=[CH:30][CH:31]=2)[CH:10]=[CH:11][CH:12]=[CH:13][CH:14]=[C:15]([N:33]2[CH2:38][CH2:37][O:36][CH2:35][CH2:34]2)[C:16]2[CH:17]=[CH:18][C:19]([CH3:22])=[CH:20][CH:21]=2)[CH2:34][CH2:35]1. The yield is 0.560. (3) The reactants are [F:1][C:2]1[CH:21]=[CH:20][CH:19]=[C:18]([F:22])[C:3]=1[CH2:4][CH:5]1[CH2:10][CH:9]([C:11]([OH:13])=O)[CH2:8][CH2:7][N:6]1[C:14]([O:16][CH3:17])=[O:15].N1(C(N2C=CN=C2)=O)C=CN=C1.[CH2:35]([O:37][C:38](=[O:43])[CH2:39][C:40]([O-:42])=O)[CH3:36].[K+].Cl. The catalyst is CN1C2C(N=C(N)NC=2NCC1CNC1C=CC(C(NC(C(O)=O)CCC(O)=O)=O)=CC=1)=O.O.CC(OC)(C)C. The product is [F:22][C:18]1[CH:19]=[CH:20][CH:21]=[C:2]([F:1])[C:3]=1[CH2:4][C@H:5]1[CH2:10][C@H:9]([C:11](=[O:13])[CH2:39][C:38]([O:37][CH2:35][CH3:36])=[O:43])[CH2:8][CH2:7][N:6]1[C:14]([O:16][CH3:17])=[O:15].[F:1][C:2]1[CH:21]=[CH:20][CH:19]=[C:18]([F:22])[C:3]=1[CH2:4][C@H:5]1[CH2:10][C@@H:9]([C:40](=[O:42])[CH2:39][C:38]([O:37][CH2:35][CH3:36])=[O:43])[CH2:8][CH2:7][N:6]1[C:14]([O:16][CH3:17])=[O:15]. The yield is 0.0700. (4) The catalyst is C1COCC1. The reactants are [F:1][C:2]1[CH:3]=[C:4]([CH2:10][CH2:11]C(OCC)=O)[CH:5]=C(OC)C=1.[CH3:17][Mg]Br.[CH2:20]([O:22][CH2:23][CH3:24])C.O.C([O:29][CH2:30][CH3:31])(=O)C. The product is [F:1][C:2]1[CH:3]=[C:4]([CH2:10][CH2:11][C:30]([CH3:31])([OH:29])[CH3:17])[CH:5]=[C:23]([O:22][CH3:20])[CH:24]=1. The yield is 0.930. (5) The reactants are [OH:1][C:2]1[C:11]2[C:10]([CH3:13])([CH3:12])[CH2:9][CH2:8][C:7]([CH3:15])([CH3:14])[C:6]=2[CH:5]=[C:4]([Se:16][C:17]#[C:18][C:19]2[CH:28]=[CH:27][C:22]([C:23]([O:25][CH3:26])=[O:24])=[CH:21][CH:20]=2)[CH:3]=1.C(=O)([O-])[O-].[K+].[K+].[CH3:35][C:36]1[CH:43]=[CH:42][C:39]([CH2:40]Br)=[CH:38][CH:37]=1. No catalyst specified. The product is [CH3:13][C:10]1([CH3:12])[CH2:9][CH2:8][C:7]([CH3:14])([CH3:15])[C:6]2[CH:5]=[C:4]([Se:16][C:17]#[C:18][C:19]3[CH:28]=[CH:27][C:22]([C:23]([O:25][CH3:26])=[O:24])=[CH:21][CH:20]=3)[CH:3]=[C:2]([O:1][CH2:35][C:36]3[CH:43]=[CH:42][C:39]([CH3:40])=[CH:38][CH:37]=3)[C:11]1=2. The yield is 0.960. (6) The product is [CH3:1][C:2]1[CH:7]=[CH:6][C:5]([S:8]([O:11][C@@H:12]2[CH2:16][O:15][C@@H:14]3[C@@H:17]([Br:31])[CH2:18][O:19][C@H:13]23)(=[O:10])=[O:9])=[CH:4][CH:3]=1. The catalyst is CN(C)C=O. The reactants are [CH3:1][C:2]1[CH:7]=[CH:6][C:5]([S:8]([O:11][C@@H:12]2[CH2:16][O:15][C@@H:14]3[C@H:17](OS(C4C=CC(C)=CC=4)(=O)=O)[CH2:18][O:19][C@H:13]23)(=[O:10])=[O:9])=[CH:4][CH:3]=1.[Br-:31].[Li+].O. The yield is 0.290. (7) The reactants are [NH:1]1[C:5]2[CH:6]=[CH:7][CH:8]=[CH:9][C:4]=2[N:3]=[N:2]1.[F:10][C:11]([F:20])([F:19])[C:12]1[CH:18]=[CH:17][C:15]([NH2:16])=[CH:14][CH:13]=1.[CH:21](=O)[CH2:22][CH3:23]. The catalyst is C1(C)C=CC=CC=1. The product is [N:1]1([CH:21]([NH:16][C:15]2[CH:17]=[CH:18][C:12]([C:11]([F:19])([F:20])[F:10])=[CH:13][CH:14]=2)[CH2:22][CH3:23])[C:5]2[CH:6]=[CH:7][CH:8]=[CH:9][C:4]=2[N:3]=[N:2]1. The yield is 0.780. (8) The reactants are [F:1][C:2]1[CH:3]=[CH:4][C:5]([CH3:11])=[C:6]([C:8](=[O:10])[CH3:9])[CH:7]=1.[BH4-].[Na+]. The catalyst is C(O)C. The product is [F:1][C:2]1[CH:3]=[CH:4][C:5]([CH3:11])=[C:6]([CH:8]([OH:10])[CH3:9])[CH:7]=1. The yield is 1.00.